The task is: Predict the product of the given reaction.. This data is from Forward reaction prediction with 1.9M reactions from USPTO patents (1976-2016). (1) Given the reactants [CH2:1]([C@H:5]1[NH:10][C:9](=O)[CH2:8][NH:7][C:6]1=O)[CH2:2][CH2:3][CH3:4].[H-].[Al+3].[Li+].[H-].[H-].[H-], predict the reaction product. The product is: [CH2:1]([C@@H:5]1[CH2:6][NH:7][CH2:8][CH2:9][NH:10]1)[CH2:2][CH2:3][CH3:4]. (2) Given the reactants [C:1]([O:5][C:6]([N:8]1[CH2:11][CH:10]([C:12]([OH:14])=O)[CH2:9]1)=[O:7])([CH3:4])([CH3:3])[CH3:2].C(N1C=CN=C1)(N1C=CN=C1)=O.Cl.[CH3:28][NH:29][O:30][CH3:31].C(N(CC)CC)C, predict the reaction product. The product is: [CH3:31][O:30][N:29]([CH3:28])[C:12]([CH:10]1[CH2:9][N:8]([C:6]([O:5][C:1]([CH3:2])([CH3:3])[CH3:4])=[O:7])[CH2:11]1)=[O:14]. (3) Given the reactants C(N[CH:5]([CH3:7])[CH3:6])(C)C.C([Li])CCC.[C:13]([O:17][C:18]([CH:20]1[CH2:22][CH2:21]1)=[O:19])([CH3:16])([CH3:15])[CH3:14].C(Br)C=C.[Cl-].[NH4+], predict the reaction product. The product is: [C:13]([O:17][C:18]([C:20]1([CH2:7][CH:5]=[CH2:6])[CH2:22][CH2:21]1)=[O:19])([CH3:16])([CH3:15])[CH3:14]. (4) Given the reactants C([O:4][CH:5]1[C:9]2=[N:10][CH:11]=[C:12]([NH:28][C:29]([C:31]3[CH:36]=[CH:35][C:34]([F:37])=[C:33]([C:38]4[C:43]([F:44])=[CH:42][CH:41]=[CH:40][C:39]=4[F:45])[N:32]=3)=[O:30])[C:13]([N:14]3[CH2:19][CH2:18][CH2:17][C@H:16]([NH:20][C:21]([O:23][C:24]([CH3:27])([CH3:26])[CH3:25])=[O:22])[CH2:15]3)=[C:8]2[CH2:7][CH2:6]1)(=O)C.CO.[OH-].[Na+], predict the reaction product. The product is: [F:44][C:43]1[CH:42]=[CH:41][CH:40]=[C:39]([F:45])[C:38]=1[C:33]1[N:32]=[C:31]([C:29]([NH:28][C:12]2[C:13]([N:14]3[CH2:19][CH2:18][CH2:17][C@H:16]([NH:20][C:21](=[O:22])[O:23][C:24]([CH3:25])([CH3:26])[CH3:27])[CH2:15]3)=[C:8]3[CH2:7][CH2:6][CH:5]([OH:4])[C:9]3=[N:10][CH:11]=2)=[O:30])[CH:36]=[CH:35][C:34]=1[F:37]. (5) Given the reactants [CH3:1][N:2]([CH3:17])/[CH:3]=[CH:4]/[C:5]1[CH:6]=[C:7]2[CH:16]=[CH:15][NH:14][N:8]2[C:9](=[O:13])[C:10]=1[C:11]#[N:12], predict the reaction product. The product is: [CH3:17][N:2]([CH3:1])[CH2:3][CH2:4][C:5]1[CH:6]=[C:7]2[CH:16]=[CH:15][NH:14][N:8]2[C:9](=[O:13])[C:10]=1[C:11]#[N:12]. (6) Given the reactants [C:1]([Si:5]([O:8][CH2:9][CH2:10][O:11][C:12]1[CH:17]=[C:16]([CH3:18])[CH:15]=[C:14]([CH3:19])[CH:13]=1)([CH3:7])[CH3:6])([CH3:4])([CH3:3])[CH3:2].[Br:20]N1C(=O)CCC1=O.C(OOC(=O)C1C=CC=CC=1)(=O)C1C=CC=CC=1, predict the reaction product. The product is: [Br:20][CH2:19][C:14]1[CH:13]=[C:12]([CH:17]=[C:16]([CH3:18])[CH:15]=1)[O:11][CH2:10][CH2:9][O:8][Si:5]([C:1]([CH3:4])([CH3:3])[CH3:2])([CH3:7])[CH3:6]. (7) Given the reactants C(OC([N:8]1[CH2:13][CH2:12][N:11]([C:14]2[CH:19]=[CH:18][C:17](/[CH:20]=[CH:21]/[C:22]3[C:30]4[C:25](=[CH:26][CH:27]=[CH:28][CH:29]=4)[NH:24][N:23]=3)=[C:16]([NH:31][C:32]([C:34]3[S:35][CH:36]=[CH:37][C:38]=3[CH3:39])=[O:33])[CH:15]=2)[CH2:10][CH2:9]1)=O)(C)(C)C.Cl.C(O)C.[OH-].[Na+], predict the reaction product. The product is: [NH:24]1[C:25]2[C:30](=[CH:29][CH:28]=[CH:27][CH:26]=2)[C:22](/[CH:21]=[CH:20]/[C:17]2[CH:18]=[CH:19][C:14]([N:11]3[CH2:12][CH2:13][NH:8][CH2:9][CH2:10]3)=[CH:15][C:16]=2[NH:31][C:32]([C:34]2[S:35][CH:36]=[CH:37][C:38]=2[CH3:39])=[O:33])=[N:23]1. (8) Given the reactants C(N[C:9]1[C:14]([C:15]([N:17]2[C:25]3[C:20](=[CH:21][C:22]([Cl:26])=[CH:23][CH:24]=3)[CH2:19][CH2:18]2)=[O:16])=[CH:13][CH:12]=[CH:11][N:10]=1)C1C=CC=CC=1.C(N)C1C=CC=CC=1.[CH3:35][CH:36]([NH2:44])[C:37]1[CH:42]=[CH:41][C:40]([F:43])=[CH:39][CH:38]=1, predict the reaction product. The product is: [Cl:26][C:22]1[CH:21]=[C:20]2[C:25](=[CH:24][CH:23]=1)[N:17]([C:15]([C:14]1[C:9]([NH:44][CH:36]([C:37]3[CH:42]=[CH:41][C:40]([F:43])=[CH:39][CH:38]=3)[CH3:35])=[N:10][CH:11]=[CH:12][CH:13]=1)=[O:16])[CH2:18][CH2:19]2. (9) Given the reactants [NH:1]1[CH2:6][CH2:5][NH:4][CH2:3][CH2:2]1.Cl[CH2:8][Si:9]([O:16][CH2:17][CH3:18])([O:13][CH2:14][CH3:15])[O:10][CH2:11][CH3:12].[SiH4], predict the reaction product. The product is: [CH2:14]([O:13][Si:9]([CH2:8][N:1]1[CH2:6][CH2:5][NH:4][CH2:3][CH2:2]1)([O:16][CH2:17][CH3:18])[O:10][CH2:11][CH3:12])[CH3:15].